Dataset: Reaction yield outcomes from USPTO patents with 853,638 reactions. Task: Predict the reaction yield, written as a fraction of the theoretical maximum amount of product (1.0 means a 100% yield; for example, 0.34 means a 34% yield). The reactants are C(O[C:4](=[O:22])[C:5](=[CH:11][NH:12][C:13]1[CH:18]=[C:17]([O:19][CH3:20])[CH:16]=[CH:15][C:14]=1[Br:21])[C:6]([O:8][CH2:9][CH3:10])=[O:7])C.C(=O)(O)[O-].[Na+]. The catalyst is C(O)C. The product is [CH2:9]([O:8][C:6]([C:5]1[C:4](=[O:22])[C:18]2[C:13](=[C:14]([Br:21])[CH:15]=[CH:16][C:17]=2[O:19][CH3:20])[NH:12][CH:11]=1)=[O:7])[CH3:10]. The yield is 0.300.